Dataset: NCI-60 drug combinations with 297,098 pairs across 59 cell lines. Task: Regression. Given two drug SMILES strings and cell line genomic features, predict the synergy score measuring deviation from expected non-interaction effect. (1) Drug 1: C1=NC2=C(N1)C(=S)N=C(N2)N. Drug 2: CCCCC(=O)OCC(=O)C1(CC(C2=C(C1)C(=C3C(=C2O)C(=O)C4=C(C3=O)C=CC=C4OC)O)OC5CC(C(C(O5)C)O)NC(=O)C(F)(F)F)O. Cell line: BT-549. Synergy scores: CSS=5.85, Synergy_ZIP=-5.35, Synergy_Bliss=-4.15, Synergy_Loewe=-4.40, Synergy_HSA=-4.15. (2) Drug 1: CN1C2=C(C=C(C=C2)N(CCCl)CCCl)N=C1CCCC(=O)O.Cl. Drug 2: C1CCC(C(C1)N)N.C(=O)(C(=O)[O-])[O-].[Pt+4]. Cell line: SK-MEL-5. Synergy scores: CSS=23.6, Synergy_ZIP=-9.57, Synergy_Bliss=1.61, Synergy_Loewe=-15.0, Synergy_HSA=3.35. (3) Drug 1: C1=CC(=CC=C1CCCC(=O)O)N(CCCl)CCCl. Drug 2: C1=NC(=NC(=O)N1C2C(C(C(O2)CO)O)O)N. Cell line: HOP-92. Synergy scores: CSS=28.7, Synergy_ZIP=-10.1, Synergy_Bliss=-8.99, Synergy_Loewe=-5.89, Synergy_HSA=-5.72. (4) Drug 1: CC1C(C(CC(O1)OC2CC(OC(C2O)C)OC3=CC4=CC5=C(C(=O)C(C(C5)C(C(=O)C(C(C)O)O)OC)OC6CC(C(C(O6)C)O)OC7CC(C(C(O7)C)O)OC8CC(C(C(O8)C)O)(C)O)C(=C4C(=C3C)O)O)O)O. Drug 2: C1=NNC2=C1C(=O)NC=N2. Cell line: SK-MEL-5. Synergy scores: CSS=10.3, Synergy_ZIP=3.52, Synergy_Bliss=-0.938, Synergy_Loewe=-25.4, Synergy_HSA=-1.42. (5) Drug 1: CCC(=C(C1=CC=CC=C1)C2=CC=C(C=C2)OCCN(C)C)C3=CC=CC=C3.C(C(=O)O)C(CC(=O)O)(C(=O)O)O. Drug 2: COC1=C2C(=CC3=C1OC=C3)C=CC(=O)O2. Cell line: MDA-MB-231. Synergy scores: CSS=-0.929, Synergy_ZIP=2.59, Synergy_Bliss=4.14, Synergy_Loewe=-2.60, Synergy_HSA=-1.71. (6) Cell line: NCI-H522. Drug 2: COCCOC1=C(C=C2C(=C1)C(=NC=N2)NC3=CC=CC(=C3)C#C)OCCOC.Cl. Synergy scores: CSS=29.3, Synergy_ZIP=-9.39, Synergy_Bliss=-6.72, Synergy_Loewe=-3.38, Synergy_HSA=0.0253. Drug 1: C(CCl)NC(=O)N(CCCl)N=O. (7) Drug 1: CCCCCOC(=O)NC1=NC(=O)N(C=C1F)C2C(C(C(O2)C)O)O. Drug 2: CN(C(=O)NC(C=O)C(C(C(CO)O)O)O)N=O. Cell line: SF-539. Synergy scores: CSS=3.12, Synergy_ZIP=-0.490, Synergy_Bliss=3.09, Synergy_Loewe=-1.04, Synergy_HSA=1.35. (8) Drug 1: CC=C1C(=O)NC(C(=O)OC2CC(=O)NC(C(=O)NC(CSSCCC=C2)C(=O)N1)C(C)C)C(C)C. Drug 2: C1C(C(OC1N2C=NC(=NC2=O)N)CO)O. Cell line: SN12C. Synergy scores: CSS=32.2, Synergy_ZIP=-0.646, Synergy_Bliss=3.11, Synergy_Loewe=-2.26, Synergy_HSA=-1.97. (9) Drug 1: C1=CC(=CC=C1CC(C(=O)O)N)N(CCCl)CCCl.Cl. Drug 2: COC1=NC(=NC2=C1N=CN2C3C(C(C(O3)CO)O)O)N. Cell line: ACHN. Synergy scores: CSS=42.6, Synergy_ZIP=4.18, Synergy_Bliss=6.85, Synergy_Loewe=4.85, Synergy_HSA=4.94.